This data is from Reaction yield outcomes from USPTO patents with 853,638 reactions. The task is: Predict the reaction yield, written as a fraction of the theoretical maximum amount of product (1.0 means a 100% yield; for example, 0.34 means a 34% yield). (1) The reactants are [F:1][C:2]1[CH:7]=[C:6]([C:8]2[CH:12]=[C:11]([CH2:13][NH:14][C:15]3[CH:19]=[CH:18][O:17][N:16]=3)[O:10][N:9]=2)[CH:5]=[CH:4][C:3]=1[N:20]1[CH:24]=[CH:23][C:22]([CH:25]=[N:26]O)=[CH:21]1.C1(P(C2C=CC=CC=2)C2C=CC=CC=2)C=CC=CC=1. The catalyst is C(#N)C.C(Cl)(Cl)(Cl)Cl.C(OCC)(=O)C. The product is [F:1][C:2]1[CH:7]=[C:6]([C:8]2[CH:12]=[C:11]([CH2:13][NH:14][C:15]3[CH:19]=[CH:18][O:17][N:16]=3)[O:10][N:9]=2)[CH:5]=[CH:4][C:3]=1[N:20]1[CH:24]=[CH:23][C:22]([C:25]#[N:26])=[CH:21]1. The yield is 0.300. (2) The reactants are [F:1][C:2]1[CH:24]=[C:23]([F:25])[CH:22]=[CH:21][C:3]=1[O:4][C:5]1[CH:6]=[C:7]2[C:11](=[CH:12][C:13]=1[C:14](O)=[O:15])[N:10]([CH2:17][CH:18]([CH3:20])[CH3:19])[N:9]=[CH:8]2.C1C=CC2N(O)N=NC=2C=1.CCN=C=NCCCN(C)C.Cl.Cl.[NH2:49][C@@H:50]([CH2:55][CH2:56][N:57]([CH3:59])[CH3:58])[C:51]([O:53][CH3:54])=[O:52].C(N(CC)CC)C. The catalyst is ClC(Cl)C.ClCCl. The product is [F:1][C:2]1[CH:24]=[C:23]([F:25])[CH:22]=[CH:21][C:3]=1[O:4][C:5]1[CH:6]=[C:7]2[C:11](=[CH:12][C:13]=1[C:14]([NH:49][C@@H:50]([CH2:55][CH2:56][N:57]([CH3:59])[CH3:58])[C:51]([O:53][CH3:54])=[O:52])=[O:15])[N:10]([CH2:17][CH:18]([CH3:20])[CH3:19])[N:9]=[CH:8]2. The yield is 0.710. (3) The reactants are [NH2:1][CH:2]1[CH2:7][CH2:6][N:5]([C:8]2[CH:13]=[CH:12][C:11]([C:14]3[NH:23][C:22](=[O:24])[C:21]4[C:16](=[CH:17][C:18]([O:27][CH3:28])=[CH:19][C:20]=4[O:25][CH3:26])[N:15]=3)=[CH:10][CH:9]=2)[CH2:4][CH2:3]1.[CH3:29][S:30](Cl)(=[O:32])=[O:31].CCN(CC)CC. The catalyst is C(Cl)Cl. The product is [CH3:26][O:25][C:20]1[CH:19]=[C:18]([O:27][CH3:28])[CH:17]=[C:16]2[C:21]=1[C:22](=[O:24])[NH:23][C:14]([C:11]1[CH:12]=[CH:13][C:8]([N:5]3[CH2:4][CH2:3][CH:2]([NH:1][S:30]([CH3:29])(=[O:32])=[O:31])[CH2:7][CH2:6]3)=[CH:9][CH:10]=1)=[N:15]2. The yield is 0.580.